This data is from Catalyst prediction with 721,799 reactions and 888 catalyst types from USPTO. The task is: Predict which catalyst facilitates the given reaction. (1) Reactant: [N-:1]=[N+:2]=[N-:3].[Na+].CS([C:9]1[N:14]=[C:13]([C:15]2[N:16]=[CH:17][N:18]([CH2:20][CH2:21][CH2:22][CH2:23][N:24]3[C:32](=[O:33])[C:31]4[C:26](=[CH:27][CH:28]=[CH:29][CH:30]=4)[C:25]3=[O:34])[CH:19]=2)[CH:12]=[CH:11][N:10]=1)(=O)=O. Product: [N:1]([C:9]1[N:14]=[C:13]([C:15]2[N:16]=[CH:17][N:18]([CH2:20][CH2:21][CH2:22][CH2:23][N:24]3[C:25](=[O:34])[C:26]4[C:31](=[CH:30][CH:29]=[CH:28][CH:27]=4)[C:32]3=[O:33])[CH:19]=2)[CH:12]=[CH:11][N:10]=1)=[N+:2]=[N-:3]. The catalyst class is: 16. (2) Reactant: [NH2:1][C:2]1[N:3]=[C:4]([NH:17][CH:18]2[CH2:23][CH2:22][NH:21][CH2:20][CH2:19]2)[S:5][C:6]=1[C:7]([C:9]1[C:14]([F:15])=[CH:13][CH:12]=[CH:11][C:10]=1[F:16])=[O:8].C(N(C(C)C)CC)(C)C.[Cl:33][CH2:34][CH2:35][CH2:36][S:37](Cl)(=[O:39])=[O:38].O. Product: [NH2:1][C:2]1[N:3]=[C:4]([NH:17][CH:18]2[CH2:23][CH2:22][N:21]([S:37]([CH2:36][CH2:35][CH2:34][Cl:33])(=[O:39])=[O:38])[CH2:20][CH2:19]2)[S:5][C:6]=1[C:7]([C:9]1[C:14]([F:15])=[CH:13][CH:12]=[CH:11][C:10]=1[F:16])=[O:8]. The catalyst class is: 3. (3) Reactant: C([O:4][C@H:5]([CH3:23])[CH2:6][CH2:7][CH2:8][CH2:9][N:10]1[C:18]2[N:17]=[CH:16][N:15]([CH3:19])[C:14]=2[C:13](=[O:20])[N:12]([CH3:21])[C:11]1=[O:22])(=O)C.Cl.C(OCC)C. Product: [OH:4][C@H:5]([CH3:23])[CH2:6][CH2:7][CH2:8][CH2:9][N:10]1[C:18]2[N:17]=[CH:16][N:15]([CH3:19])[C:14]=2[C:13](=[O:20])[N:12]([CH3:21])[C:11]1=[O:22]. The catalyst class is: 5. (4) Product: [F:16][C:13]1[CH:12]=[N:11][C:10]([C@@H:8]([NH2:7])[CH3:9])=[N:15][CH:14]=1.[ClH:18]. The catalyst class is: 135. Reactant: C(OC(=O)[NH:7][C@H:8]([C:10]1[N:15]=[CH:14][C:13]([F:16])=[CH:12][N:11]=1)[CH3:9])(C)(C)C.[ClH:18]. (5) Reactant: [F:1][C:2]1[CH:25]=[C:24]([N+:26]([O-:28])=[O:27])[CH:23]=[CH:22][C:3]=1[O:4][C:5]1[CH:10]=[CH:9][N:8]=[C:7]2[CH:11]=[C:12]([C:14]3[CH:21]=[CH:20][C:17]([CH:18]=O)=[CH:16][N:15]=3)[S:13][C:6]=12.[CH3:29][O:30][CH2:31][CH2:32][O:33][CH2:34][CH2:35][NH2:36].C(O)(=O)C.C(O[BH-](OC(=O)C)OC(=O)C)(=O)C.[Na+]. Product: [F:1][C:2]1[CH:25]=[C:24]([N+:26]([O-:28])=[O:27])[CH:23]=[CH:22][C:3]=1[O:4][C:5]1[CH:10]=[CH:9][N:8]=[C:7]2[CH:11]=[C:12]([C:14]3[N:15]=[CH:16][C:17]([CH2:18][NH:36][CH2:35][CH2:34][O:33][CH2:32][CH2:31][O:30][CH3:29])=[CH:20][CH:21]=3)[S:13][C:6]=12. The catalyst class is: 4. (6) Reactant: [OH:1][C@H:2]([C@H:17]1[O:22][CH2:21][CH2:20][N:19]([C:23]2[CH:28]=[CH:27][C:26]([CH3:29])=[CH:25][CH:24]=2)[C:18]1=[O:30])[C:3]1[NH:7][C:6]2[CH:8]=[C:9]([C:12](=[NH:16])OCC)[CH:10]=[CH:11][C:5]=2[N:4]=1.[NH3:31]. Product: [OH:1][C@H:2]([C@H:17]1[O:22][CH2:21][CH2:20][N:19]([C:23]2[CH:24]=[CH:25][C:26]([CH3:29])=[CH:27][CH:28]=2)[C:18]1=[O:30])[C:3]1[NH:7][C:6]2[CH:8]=[C:9]([C:12](=[NH:31])[NH2:16])[CH:10]=[CH:11][C:5]=2[N:4]=1. The catalyst class is: 5.